From a dataset of NCI-60 drug combinations with 297,098 pairs across 59 cell lines. Regression. Given two drug SMILES strings and cell line genomic features, predict the synergy score measuring deviation from expected non-interaction effect. (1) Drug 1: CS(=O)(=O)CCNCC1=CC=C(O1)C2=CC3=C(C=C2)N=CN=C3NC4=CC(=C(C=C4)OCC5=CC(=CC=C5)F)Cl. Drug 2: CC12CCC3C(C1CCC2O)C(CC4=C3C=CC(=C4)O)CCCCCCCCCS(=O)CCCC(C(F)(F)F)(F)F. Cell line: NCI-H522. Synergy scores: CSS=9.93, Synergy_ZIP=-4.25, Synergy_Bliss=-2.16, Synergy_Loewe=-7.78, Synergy_HSA=-2.52. (2) Drug 1: CC1=C(N=C(N=C1N)C(CC(=O)N)NCC(C(=O)N)N)C(=O)NC(C(C2=CN=CN2)OC3C(C(C(C(O3)CO)O)O)OC4C(C(C(C(O4)CO)O)OC(=O)N)O)C(=O)NC(C)C(C(C)C(=O)NC(C(C)O)C(=O)NCCC5=NC(=CS5)C6=NC(=CS6)C(=O)NCCC[S+](C)C)O. Drug 2: B(C(CC(C)C)NC(=O)C(CC1=CC=CC=C1)NC(=O)C2=NC=CN=C2)(O)O. Cell line: SK-OV-3. Synergy scores: CSS=56.8, Synergy_ZIP=6.01, Synergy_Bliss=7.94, Synergy_Loewe=-3.76, Synergy_HSA=8.89. (3) Synergy scores: CSS=-1.39, Synergy_ZIP=-0.340, Synergy_Bliss=-1.54, Synergy_Loewe=-2.72, Synergy_HSA=-2.37. Drug 1: C1=CC(=CC=C1CCCC(=O)O)N(CCCl)CCCl. Cell line: OVCAR-4. Drug 2: C1CN(P(=O)(OC1)NCCCl)CCCl. (4) Drug 1: C1=NC2=C(N1)C(=S)N=C(N2)N. Drug 2: C1=CC=C(C=C1)NC(=O)CCCCCCC(=O)NO. Cell line: HL-60(TB). Synergy scores: CSS=69.9, Synergy_ZIP=2.21, Synergy_Bliss=2.45, Synergy_Loewe=5.21, Synergy_HSA=6.28. (5) Drug 1: CC1=CC2C(CCC3(C2CCC3(C(=O)C)OC(=O)C)C)C4(C1=CC(=O)CC4)C. Drug 2: C1=CC(=CC=C1CCCC(=O)O)N(CCCl)CCCl. Cell line: M14. Synergy scores: CSS=15.2, Synergy_ZIP=-6.13, Synergy_Bliss=0.762, Synergy_Loewe=-12.5, Synergy_HSA=-1.92. (6) Drug 1: CCC1=C2CN3C(=CC4=C(C3=O)COC(=O)C4(CC)O)C2=NC5=C1C=C(C=C5)O. Drug 2: C1=CN(C=N1)CC(O)(P(=O)(O)O)P(=O)(O)O. Cell line: A498. Synergy scores: CSS=12.3, Synergy_ZIP=-5.57, Synergy_Bliss=-2.13, Synergy_Loewe=-14.4, Synergy_HSA=-1.54. (7) Drug 1: C1=NC2=C(N1)C(=S)N=C(N2)N. Drug 2: C#CCC(CC1=CN=C2C(=N1)C(=NC(=N2)N)N)C3=CC=C(C=C3)C(=O)NC(CCC(=O)O)C(=O)O. Cell line: NCI/ADR-RES. Synergy scores: CSS=29.5, Synergy_ZIP=-4.54, Synergy_Bliss=-4.61, Synergy_Loewe=-4.24, Synergy_HSA=-4.24. (8) Cell line: NCIH23. Drug 1: C1=CN(C=N1)CC(O)(P(=O)(O)O)P(=O)(O)O. Drug 2: C1=NC2=C(N1)C(=S)N=CN2. Synergy scores: CSS=39.6, Synergy_ZIP=-5.15, Synergy_Bliss=-3.47, Synergy_Loewe=-9.29, Synergy_HSA=-0.880. (9) Drug 1: CC1C(C(CC(O1)OC2CC(CC3=C2C(=C4C(=C3O)C(=O)C5=C(C4=O)C(=CC=C5)OC)O)(C(=O)CO)O)N)O.Cl. Drug 2: C1CN(P(=O)(OC1)NCCCl)CCCl. Cell line: RXF 393. Synergy scores: CSS=2.36, Synergy_ZIP=0.0853, Synergy_Bliss=1.19, Synergy_Loewe=0.355, Synergy_HSA=0.361.